This data is from Reaction yield outcomes from USPTO patents with 853,638 reactions. The task is: Predict the reaction yield, written as a fraction of the theoretical maximum amount of product (1.0 means a 100% yield; for example, 0.34 means a 34% yield). The reactants are [Cl-].[Li+].C([Mg]Cl)(C)C.[CH2:8]([O:15][C:16]1[C:21]([CH2:22][N:23]2[CH2:32][CH2:31][C:30]3[C:25](=[C:26]([Cl:35])[C:27](I)=[CH:28][C:29]=3[CH3:33])[C:24]2=[O:36])=[C:20]([O:37][CH3:38])[CH:19]=[C:18]([CH3:39])[N:17]=1)[C:9]1[CH:14]=[CH:13][CH:12]=[CH:11][CH:10]=1.[O:40]1[CH2:44][CH2:43][CH:42]([CH:45]=[O:46])[CH2:41]1. The catalyst is C1COCC1.ClCCl. The product is [CH2:8]([O:15][C:16]1[C:21]([CH2:22][N:23]2[CH2:32][CH2:31][C:30]3[C:25](=[C:26]([Cl:35])[C:27]([CH:45]([OH:46])[CH:42]4[CH2:43][CH2:44][O:40][CH2:41]4)=[CH:28][C:29]=3[CH3:33])[C:24]2=[O:36])=[C:20]([O:37][CH3:38])[CH:19]=[C:18]([CH3:39])[N:17]=1)[C:9]1[CH:14]=[CH:13][CH:12]=[CH:11][CH:10]=1. The yield is 0.520.